From a dataset of Full USPTO retrosynthesis dataset with 1.9M reactions from patents (1976-2016). Predict the reactants needed to synthesize the given product. Given the product [NH2:18][C:15]1[CH:14]=[CH:13][C:12]([C:4]2[CH:5]=[CH:6][C:7]([C:8]([O:10][CH3:11])=[O:9])=[C:2]([CH3:1])[CH:3]=2)=[CH:17][CH:16]=1, predict the reactants needed to synthesize it. The reactants are: [CH3:1][C:2]1[CH:3]=[C:4]([C:12]2[CH:17]=[CH:16][C:15]([N+:18]([O-])=O)=[CH:14][CH:13]=2)[CH:5]=[CH:6][C:7]=1[C:8]([O:10][CH3:11])=[O:9].Cl.